Dataset: Catalyst prediction with 721,799 reactions and 888 catalyst types from USPTO. Task: Predict which catalyst facilitates the given reaction. (1) Reactant: [F:1][C:2]1[CH:26]=[CH:25][C:5]([CH2:6][N:7]2[C:19]3[C:18]([O:20][CH3:21])=[CH:17][CH:16]=[C:15]([C:22](O)=[O:23])[C:14]=3[C:13]3[C:8]2=[CH:9][CH:10]=[CH:11][CH:12]=3)=[CH:4][CH:3]=1.S(Cl)(Cl)=O.[NH2:31][C:32]1[CH:37]=[CH:36][N:35]=[CH:34][CH:33]=1.C(N(CC)CC)C. Product: [N:35]1[CH:36]=[CH:37][C:32]([NH:31][C:22]([C:15]2[C:14]3[C:13]4[C:8](=[CH:9][CH:10]=[CH:11][CH:12]=4)[N:7]([CH2:6][C:5]4[CH:25]=[CH:26][C:2]([F:1])=[CH:3][CH:4]=4)[C:19]=3[C:18]([O:20][CH3:21])=[CH:17][CH:16]=2)=[O:23])=[CH:33][CH:34]=1. The catalyst class is: 794. (2) Reactant: C([O:9][CH2:10][C@@H:11]1[C@@H:15]([O:16]C(=O)C2C=CC=CC=2)[C@@:14]([Cl:26])([F:25])[C@H:13]([N:27]2[CH:32]=[CH:31][C:30](=[O:33])[NH:29][C:28]2=[O:34])[O:12]1)(=O)C1C=CC=CC=1.CCO. Product: [Cl:26][C@@:14]1([F:25])[C@H:15]([OH:16])[C@@H:11]([CH2:10][OH:9])[O:12][C@H:13]1[N:27]1[CH:32]=[CH:31][C:30](=[O:33])[NH:29][C:28]1=[O:34]. The catalyst class is: 328.